This data is from Full USPTO retrosynthesis dataset with 1.9M reactions from patents (1976-2016). The task is: Predict the reactants needed to synthesize the given product. Given the product [F:34][C:23]1[CH:22]=[C:19]([CH:18]=[C:17]([N:12]2[CH2:11][CH2:10][C:9]3[O:8][C:7]([C:2]4[CH:3]=[CH:4][CH:5]=[CH:6][N:1]=4)=[N:16][C:15]=3[CH2:14][CH2:13]2)[CH:24]=1)[C:20]#[N:21], predict the reactants needed to synthesize it. The reactants are: [N:1]1[CH:6]=[CH:5][CH:4]=[CH:3][C:2]=1[C:7]1[O:8][C:9]2[CH2:10][CH2:11][N:12]([C:17]3[CH:18]=[C:19]([CH:22]=[CH:23][CH:24]=3)[C:20]#[N:21])[CH2:13][CH2:14][C:15]=2[N:16]=1.BrC1C=C(C=C([F:34])C=1)C#N.